Dataset: Catalyst prediction with 721,799 reactions and 888 catalyst types from USPTO. Task: Predict which catalyst facilitates the given reaction. (1) Reactant: [Cl:1][CH2:2][C:3](Cl)=[O:4].Cl.[NH2:7][C:8]1[CH:9]=[C:10]2[C:19](=[CH:20][CH:21]=1)[S:18][C:17]1[C:16]([C:22]3[NH:27][C:26](=[O:28])[CH:25]=[C:24]([N:29]4[CH2:34][CH2:33][O:32][CH2:31][CH2:30]4)[CH:23]=3)=[CH:15][CH:14]=[CH:13][C:12]=1[S:11]2.C(N(CC)CC)C. Product: [Cl:1][CH2:2][C:3]([NH:7][C:8]1[CH:21]=[CH:20][C:19]2[S:18][C:17]3[C:12](=[CH:13][CH:14]=[CH:15][C:16]=3[C:22]3[NH:27][C:26](=[O:28])[CH:25]=[C:24]([N:29]4[CH2:34][CH2:33][O:32][CH2:31][CH2:30]4)[CH:23]=3)[S:11][C:10]=2[CH:9]=1)=[O:4]. The catalyst class is: 98. (2) Reactant: [CH3:1][O:2][C:3]1[CH:4]=[C:5]2[C:9](=[CH:10][CH:11]=1)[NH:8][C:7]([CH3:12])=[CH:6]2.[C:13](Cl)(=[O:17])[C:14](Cl)=[O:15].[CH3:19][OH:20]. Product: [CH3:1][O:2][C:3]1[CH:4]=[C:5]2[C:9](=[CH:10][CH:11]=1)[NH:8][C:7]([CH3:12])=[C:6]2[C:13](=[O:17])[C:14]([O:20][CH3:19])=[O:15]. The catalyst class is: 4.